This data is from Catalyst prediction with 721,799 reactions and 888 catalyst types from USPTO. The task is: Predict which catalyst facilitates the given reaction. (1) Reactant: [CH2:1](Br)[C:2]1[CH:7]=[CH:6][CH:5]=[CH:4][CH:3]=1.[CH2:9]([O:11][C:12](=[O:33])[C:13]1[CH:18]=[C:17]([N:19]2[C:23]([CH3:24])=[CH:22][CH:21]=[C:20]2[C:25]2[CH:30]=[C:29]([Cl:31])[CH:28]=[CH:27][C:26]=2[OH:32])[CH:16]=[N:15][CH:14]=1)[CH3:10].C([O-])([O-])=O.[K+].[K+]. Product: [CH2:9]([O:11][C:12](=[O:33])[C:13]1[CH:18]=[C:17]([N:19]2[C:23]([CH3:24])=[CH:22][CH:21]=[C:20]2[C:25]2[CH:30]=[C:29]([Cl:31])[CH:28]=[CH:27][C:26]=2[O:32][CH2:1][C:2]2[CH:7]=[CH:6][CH:5]=[CH:4][CH:3]=2)[CH:16]=[N:15][CH:14]=1)[CH3:10]. The catalyst class is: 31. (2) Reactant: [CH2:1]([O:8][CH2:9][CH2:10][CH:11]1[CH2:14][C:13](=[O:15])[C:12]1(Cl)Cl)[C:2]1[CH:7]=[CH:6][CH:5]=[CH:4][CH:3]=1.C(OCC)C. Product: [CH2:1]([O:8][CH2:9][CH2:10][CH:11]1[CH2:12][C:13](=[O:15])[CH2:14]1)[C:2]1[CH:7]=[CH:6][CH:5]=[CH:4][CH:3]=1. The catalyst class is: 183.